Dataset: Catalyst prediction with 721,799 reactions and 888 catalyst types from USPTO. Task: Predict which catalyst facilitates the given reaction. (1) Reactant: C(O[C:4](=O)[CH:5]([F:11])[C:6]([O:8][CH2:9][CH3:10])=[O:7])C.C1COCC1.[H-].[Na+].C(OC(=O)/C=C/[C:26]1[CH:31]=[CH:30][C:29]([N:32]2[CH:36]=[C:35]([CH3:37])[N:34]=[CH:33]2)=[C:28]([O:38][CH3:39])[CH:27]=1)C. Product: [CH2:9]([O:8][C:6](=[O:7])/[C:5](/[F:11])=[CH:4]\[C:26]1[CH:31]=[CH:30][C:29]([N:32]2[CH:36]=[C:35]([CH3:37])[N:34]=[CH:33]2)=[C:28]([O:38][CH3:39])[CH:27]=1)[CH3:10]. The catalyst class is: 69. (2) Reactant: COC1C=C(OC)C=CC=1C[N:6]([C:31]1[CH:36]=[CH:35][N:34]=[CH:33][N:32]=1)[S:7]([C:10]1[CH:15]=[C:14]([F:16])[C:13]([O:17][C@H:18]2[CH2:23][CH2:22][CH2:21][CH2:20][C@@H:19]2[C:24]2[N:28]([CH3:29])[N:27]=[N:26][CH:25]=2)=[CH:12][C:11]=1[F:30])(=[O:9])=[O:8].C([SiH](CC)CC)C.FC(F)(F)C(O)=O. Product: [F:30][C:11]1[CH:12]=[C:13]([O:17][C@H:18]2[CH2:23][CH2:22][CH2:21][CH2:20][C@@H:19]2[C:24]2[N:28]([CH3:29])[N:27]=[N:26][CH:25]=2)[C:14]([F:16])=[CH:15][C:10]=1[S:7]([NH:6][C:31]1[CH:36]=[CH:35][N:34]=[CH:33][N:32]=1)(=[O:9])=[O:8]. The catalyst class is: 4.